This data is from Full USPTO retrosynthesis dataset with 1.9M reactions from patents (1976-2016). The task is: Predict the reactants needed to synthesize the given product. (1) Given the product [CH3:2][O:3][C:4]1[C:9]([CH3:10])=[C:8]([C:11]([F:12])([F:13])[F:14])[CH:7]=[CH:6][C:5]=1[C:15]([OH:16])=[O:24], predict the reactants needed to synthesize it. The reactants are: [I-].[CH3:2][O:3][C:4]1[C:9]([CH3:10])=[C:8]([C:11]([F:14])([F:13])[F:12])[CH:7]=[CH:6][C:5]=1[C:15]1[O:16]CC(C)(C)[N+]=1C.C[OH:24]. (2) Given the product [C:4]([CH2:6][C@H:7]1[CH2:12][CH2:11][C@H:10]([C:13]([OH:15])=[O:14])[CH2:9][CH2:8]1)([O:3][CH2:1][CH3:2])=[O:5], predict the reactants needed to synthesize it. The reactants are: [CH2:1]([O:3][C:4]([CH:6]=[C:7]1[CH2:12][CH2:11][CH:10]([C:13]([OH:15])=[O:14])[CH2:9][CH2:8]1)=[O:5])[CH3:2].C([O-])=O.[NH4+]. (3) Given the product [C:21]([C:24]1[CH:29]=[CH:28][C:27]([C:2]2[C:19]([F:20])=[CH:18][CH:17]=[C:4]([CH2:5][C:6]3[C:15]4[CH2:14][CH2:13][CH2:12][CH2:11][C:10]=4[C:9](=[O:16])[NH:8][N:7]=3)[CH:3]=2)=[CH:26][CH:25]=1)(=[O:23])[CH3:22], predict the reactants needed to synthesize it. The reactants are: Br[C:2]1[CH:3]=[C:4]([CH:17]=[CH:18][C:19]=1[F:20])[CH2:5][C:6]1[C:15]2[CH2:14][CH2:13][CH2:12][CH2:11][C:10]=2[C:9](=[O:16])[NH:8][N:7]=1.[C:21]([C:24]1[CH:29]=[CH:28][C:27](B(O)O)=[CH:26][CH:25]=1)(=[O:23])[CH3:22].C(=O)([O-])[O-].[K+].[K+]. (4) Given the product [N:33]1[CH:38]=[CH:37][C:36]([C:39]2[C:2]3[C:3](=[CH:5][CH:6]=[CH:7][CH:8]=3)[NH:4][C:40]=2[C:41]2[CH:42]=[CH:43][C:44]([F:47])=[CH:45][CH:46]=2)=[CH:35][CH:34]=1, predict the reactants needed to synthesize it. The reactants are: I[C:2]1[CH:8]=[CH:7][CH:6]=[CH:5][C:3]=1[NH2:4].C1(P(C2C=CC=CC=2)C2C=CC=CC=2)C=CC=CC=1.C([O-])(=O)C.[K+].[N:33]1[CH:38]=[CH:37][C:36]([C:39]#[C:40][C:41]2[CH:46]=[CH:45][C:44]([F:47])=[CH:43][CH:42]=2)=[CH:35][CH:34]=1. (5) Given the product [CH:1]1([NH:6][C:7]2[N:12]=[C:11]([C:13]3[C:14]([C:28]4[CH:29]=[CH:30][C:31]([F:34])=[CH:32][CH:33]=4)=[N:15][N:16]4[C:21]([CH3:22])=[C:20]([C:23]([OH:25])=[O:24])[CH:19]=[CH:18][C:17]=34)[CH:10]=[CH:9][N:8]=2)[CH2:2][CH2:3][CH2:4][CH2:5]1, predict the reactants needed to synthesize it. The reactants are: [CH:1]1([NH:6][C:7]2[N:12]=[C:11]([C:13]3[C:14]([C:28]4[CH:33]=[CH:32][C:31]([F:34])=[CH:30][CH:29]=4)=[N:15][N:16]4[C:21]([CH3:22])=[C:20]([C:23]([O:25]CC)=[O:24])[CH:19]=[CH:18][C:17]=34)[CH:10]=[CH:9][N:8]=2)[CH2:5][CH2:4][CH2:3][CH2:2]1.[OH-].[Li+]. (6) Given the product [NH2:1][C:2]1[N:7]=[CH:6][N:5]=[C:4]2[N:8]([C:13]([CH3:16])([CH3:15])[CH3:14])[N:9]=[C:10]([C:11]([NH2:12])=[O:17])[C:3]=12, predict the reactants needed to synthesize it. The reactants are: [NH2:1][C:2]1[N:7]=[CH:6][N:5]=[C:4]2[N:8]([C:13]([CH3:16])([CH3:15])[CH3:14])[N:9]=[C:10]([C:11]#[N:12])[C:3]=12.[OH-:17].[NH4+].OO. (7) Given the product [CH3:46][C:47]1[CH:48]=[C:49]([CH:91]=[CH:92][CH:93]=1)[CH2:50][N:51]1[CH:55]=[C:54]([C:56]2[C:64]3[C:59](=[N:60][CH:61]=[C:62]([C:65]4[CH:66]=[CH:67][C:68]([N:71]5[CH2:76][CH2:75][N:74]([CH2:77][C@@H:78]([OH:80])[CH3:79])[CH2:73][CH2:72]5)=[N:69][CH:70]=4)[CH:63]=3)[NH:58][CH:57]=2)[CH:53]=[N:52]1, predict the reactants needed to synthesize it. The reactants are: Cl.FC1C=C(C=CC=1)CN1C=C(C2C3C(=NC=C(C4C=CC(C5CCNCC5)=CC=4)C=3)N(S(C3C=CC(C)=CC=3)(=O)=O)C=2)C=N1.[CH3:46][C:47]1[CH:48]=[C:49]([CH:91]=[CH:92][CH:93]=1)[CH2:50][N:51]1[CH:55]=[C:54]([C:56]2[C:64]3[C:59](=[N:60][CH:61]=[C:62]([C:65]4[CH:66]=[CH:67][C:68]([N:71]5[CH2:76][CH2:75][N:74]([CH2:77][C@@H:78]([OH:80])[CH3:79])[CH2:73][CH2:72]5)=[N:69][CH:70]=4)[CH:63]=3)[N:58](S(C3C=CC(C)=CC=3)(=O)=O)[CH:57]=2)[CH:53]=[N:52]1.[OH-].[Li+]. (8) Given the product [C:16]([O:15][C:13]([NH:12][CH2:11][C:4]1([CH2:7][C:8]([OH:10])=[O:9])[CH2:3][CH2:2][CH2:1][CH2:6][CH2:5]1)=[O:14])([CH3:19])([CH3:18])[CH3:17], predict the reactants needed to synthesize it. The reactants are: [CH2:1]1[CH2:6][CH2:5][C:4]([CH2:11][NH2:12])([CH2:7][C:8]([OH:10])=[O:9])[CH2:3][CH2:2]1.[C:13](O[C:13]([O:15][C:16]([CH3:19])([CH3:18])[CH3:17])=[O:14])([O:15][C:16]([CH3:19])([CH3:18])[CH3:17])=[O:14].